From a dataset of Full USPTO retrosynthesis dataset with 1.9M reactions from patents (1976-2016). Predict the reactants needed to synthesize the given product. Given the product [CH3:18][O:19][C:20]1[CH:25]=[CH:24][C:23]([C:2]2[CH:3]=[CH:4][N:5]3[C:10]([CH:11]=2)=[CH:9][CH:8]=[C:7]([C:12]([O:14][CH2:15][CH3:16])=[O:13])[C:6]3=[O:17])=[CH:22][CH:21]=1, predict the reactants needed to synthesize it. The reactants are: Cl[C:2]1[CH:3]=[CH:4][N:5]2[C:10]([CH:11]=1)=[CH:9][CH:8]=[C:7]([C:12]([O:14][CH2:15][CH3:16])=[O:13])[C:6]2=[O:17].[CH3:18][O:19][C:20]1[CH:25]=[CH:24][C:23](B(O)O)=[CH:22][CH:21]=1.[F-].[Cs+].CN(C=O)C.